This data is from Reaction yield outcomes from USPTO patents with 853,638 reactions. The task is: Predict the reaction yield, written as a fraction of the theoretical maximum amount of product (1.0 means a 100% yield; for example, 0.34 means a 34% yield). (1) The reactants are Br[C:2]1[C:7](=[O:8])[CH:6]=[CH:5][N:4]([C:9]2[CH:14]=[CH:13][CH:12]=[C:11]([C:15]([F:18])([F:17])[F:16])[CH:10]=2)[N:3]=1.[C:19]1([C:25]2[S:26][CH:27]=[CH:28][C:29]=2B(O)O)[CH:24]=[CH:23][CH:22]=[CH:21][CH:20]=1.C([O-])([O-])=O.[Na+].[Na+]. The catalyst is COCCOC.O.C1C=CC([P]([Pd]([P](C2C=CC=CC=2)(C2C=CC=CC=2)C2C=CC=CC=2)([P](C2C=CC=CC=2)(C2C=CC=CC=2)C2C=CC=CC=2)[P](C2C=CC=CC=2)(C2C=CC=CC=2)C2C=CC=CC=2)(C2C=CC=CC=2)C2C=CC=CC=2)=CC=1. The product is [C:19]1([C:25]2[S:26][CH:27]=[CH:28][C:29]=2[C:2]2[C:7](=[O:8])[CH:6]=[CH:5][N:4]([C:9]3[CH:14]=[CH:13][CH:12]=[C:11]([C:15]([F:18])([F:17])[F:16])[CH:10]=3)[N:3]=2)[CH:20]=[CH:21][CH:22]=[CH:23][CH:24]=1. The yield is 0.230. (2) The reactants are [F:1][C:2]1[CH:7]=[CH:6][CH:5]=[C:4]([F:8])[C:3]=1[N:9]1[C:14]2[N:15]=[C:16](S(C)=O)[N:17]=[C:18]([C:19]3[CH:20]=[C:21]([CH:32]=[CH:33][C:34]=3[CH3:35])[C:22]([NH:24][C:25]3[CH:30]=[CH:29][C:28]([F:31])=[CH:27][CH:26]=3)=[O:23])[C:13]=2[CH2:12][NH:11][C:10]1=[O:39].C(N(C(C)C)CC)(C)C.[CH3:49][N:50]([CH3:54])[CH2:51][CH2:52][NH2:53]. The catalyst is C(Cl)Cl. The product is [F:1][C:2]1[CH:7]=[CH:6][CH:5]=[C:4]([F:8])[C:3]=1[N:9]1[C:14]2[N:15]=[C:16]([NH:53][CH2:52][CH2:51][N:50]([CH3:54])[CH3:49])[N:17]=[C:18]([C:19]3[CH:20]=[C:21]([CH:32]=[CH:33][C:34]=3[CH3:35])[C:22]([NH:24][C:25]3[CH:30]=[CH:29][C:28]([F:31])=[CH:27][CH:26]=3)=[O:23])[C:13]=2[CH2:12][NH:11][C:10]1=[O:39]. The yield is 0.420. (3) The reactants are [Cl:1][C:2]1[C:7]([F:8])=[CH:6][CH:5]=[C:4]([Cl:9])[C:3]=1[C@@H:10]([O:12][C:13]1[C:14]([NH2:25])=[N:15][CH:16]=[C:17]([C:19]#[C:20][Si](C)(C)C)[CH:18]=1)[CH3:11].C(=O)([O-])[O-].[K+].[K+]. The catalyst is CO. The product is [Cl:1][C:2]1[C:7]([F:8])=[CH:6][CH:5]=[C:4]([Cl:9])[C:3]=1[C@@H:10]([O:12][C:13]1[C:14]([NH2:25])=[N:15][CH:16]=[C:17]([C:19]#[CH:20])[CH:18]=1)[CH3:11]. The yield is 0.940.